Dataset: NCI-60 drug combinations with 297,098 pairs across 59 cell lines. Task: Regression. Given two drug SMILES strings and cell line genomic features, predict the synergy score measuring deviation from expected non-interaction effect. (1) Drug 1: CC1=C(C(CCC1)(C)C)C=CC(=CC=CC(=CC(=O)O)C)C. Drug 2: CC1CCC2CC(C(=CC=CC=CC(CC(C(=O)C(C(C(=CC(C(=O)CC(OC(=O)C3CCCCN3C(=O)C(=O)C1(O2)O)C(C)CC4CCC(C(C4)OC)O)C)C)O)OC)C)C)C)OC. Cell line: OVCAR-5. Synergy scores: CSS=19.6, Synergy_ZIP=-5.40, Synergy_Bliss=0.851, Synergy_Loewe=-9.41, Synergy_HSA=-0.0357. (2) Drug 1: C1=CC(=C2C(=C1NCCNCCO)C(=O)C3=C(C=CC(=C3C2=O)O)O)NCCNCCO. Drug 2: B(C(CC(C)C)NC(=O)C(CC1=CC=CC=C1)NC(=O)C2=NC=CN=C2)(O)O. Cell line: LOX IMVI. Synergy scores: CSS=36.3, Synergy_ZIP=0.599, Synergy_Bliss=-0.189, Synergy_Loewe=1.25, Synergy_HSA=2.24. (3) Drug 1: COC1=NC(=NC2=C1N=CN2C3C(C(C(O3)CO)O)O)N. Drug 2: CC=C1C(=O)NC(C(=O)OC2CC(=O)NC(C(=O)NC(CSSCCC=C2)C(=O)N1)C(C)C)C(C)C. Cell line: HCT-15. Synergy scores: CSS=-2.61, Synergy_ZIP=1.17, Synergy_Bliss=-0.00282, Synergy_Loewe=-1.14, Synergy_HSA=-1.80.